Task: Predict the product of the given reaction.. Dataset: Forward reaction prediction with 1.9M reactions from USPTO patents (1976-2016) (1) Given the reactants [F:1][CH:2]([F:25])[CH2:3][O:4][C:5]1[C:10]([NH:11][C:12]2[C:13]3[C:20]([CH3:21])=[C:19]([C:22](O)=[O:23])[S:18][C:14]=3[N:15]=[CH:16][N:17]=2)=[CH:9][CH:8]=[CH:7][N:6]=1.[NH3:26], predict the reaction product. The product is: [F:1][CH:2]([F:25])[CH2:3][O:4][C:5]1[C:10]([NH:11][C:12]2[C:13]3[C:20]([CH3:21])=[C:19]([C:22]([NH2:26])=[O:23])[S:18][C:14]=3[N:15]=[CH:16][N:17]=2)=[CH:9][CH:8]=[CH:7][N:6]=1. (2) Given the reactants Br[C:2]1[CH:3]=[C:4]2[C:8](=[C:9]([C:11]([NH2:13])=[O:12])[CH:10]=1)[NH:7][CH:6]=[C:5]2[CH:14]1[CH2:19][CH2:18][S:17](=[O:21])(=[O:20])[CH2:16][CH2:15]1.[O:22]1[C:26]2[CH:27]=[CH:28][C:29](B(O)O)=[CH:30][C:25]=2[CH2:24][CH2:23]1.C([O-])([O-])=O.[K+].[K+], predict the reaction product. The product is: [O:22]1[C:26]2[CH:27]=[CH:28][C:29]([C:2]3[CH:3]=[C:4]4[C:8](=[C:9]([C:11]([NH2:13])=[O:12])[CH:10]=3)[NH:7][CH:6]=[C:5]4[CH:14]3[CH2:19][CH2:18][S:17](=[O:21])(=[O:20])[CH2:16][CH2:15]3)=[CH:30][C:25]=2[CH2:24][CH2:23]1. (3) Given the reactants [CH2:1]([O:3][C:4](=[O:25])[CH:5](P(OCC)(OCC)=O)[CH2:6][CH2:7][CH2:8][O:9][CH2:10][C:11]1[CH:16]=[CH:15][CH:14]=[CH:13][CH:12]=1)[CH3:2].[H-].[Na+].[C:28]([O:32][C:33]([NH:35][C@@H:36]([CH2:44][CH:45]=O)[C:37]([O:39][C:40]([CH3:43])([CH3:42])[CH3:41])=[O:38])=[O:34])([CH3:31])([CH3:30])[CH3:29], predict the reaction product. The product is: [CH2:1]([O:3][C:4](=[O:25])/[C:5](/[CH2:6][CH2:7][CH2:8][O:9][CH2:10][C:11]1[CH:12]=[CH:13][CH:14]=[CH:15][CH:16]=1)=[CH:45]\[CH2:44][C@H:36]([NH:35][C:33]([O:32][C:28]([CH3:29])([CH3:31])[CH3:30])=[O:34])[C:37]([O:39][C:40]([CH3:41])([CH3:42])[CH3:43])=[O:38])[CH3:2].[CH2:1]([O:3][C:4](=[O:25])/[C:5](/[CH2:6][CH2:7][CH2:8][O:9][CH2:10][C:11]1[CH:12]=[CH:13][CH:14]=[CH:15][CH:16]=1)=[CH:45]/[CH2:44][C@H:36]([NH:35][C:33]([O:32][C:28]([CH3:29])([CH3:31])[CH3:30])=[O:34])[C:37]([O:39][C:40]([CH3:41])([CH3:42])[CH3:43])=[O:38])[CH3:2]. (4) The product is: [ClH:38].[CH2:1]([S:3]([C:6]1[CH:11]=[CH:10][C:9]([C:12]2[S:16][C:15]3[CH:17]=[C:18]([OH:21])[CH:19]=[CH:20][C:14]=3[C:13]=2[O:22][C:23]2[CH:28]=[CH:27][C:26]([O:29][CH2:30][CH2:31][N:32]3[CH2:37][CH2:36][CH2:35][CH2:34][CH2:33]3)=[CH:25][CH:24]=2)=[CH:8][CH:7]=1)(=[O:5])=[O:4])[CH3:2]. Given the reactants [CH2:1]([S:3]([C:6]1[CH:11]=[CH:10][C:9]([C:12]2[S:16][C:15]3[CH:17]=[C:18]([OH:21])[CH:19]=[CH:20][C:14]=3[C:13]=2[O:22][C:23]2[CH:28]=[CH:27][C:26]([O:29][CH2:30][CH2:31][N:32]3[CH2:37][CH2:36][CH2:35][CH2:34][CH2:33]3)=[CH:25][CH:24]=2)=[CH:8][CH:7]=1)(=[O:5])=[O:4])[CH3:2].[ClH:38], predict the reaction product. (5) The product is: [NH2:28][C:25]1[N:26]=[N:27][C:22]([C:7]2[CH:8]=[CH:9][C:4]([C:3]([NH:2][CH3:1])=[O:20])=[C:5]([CH3:19])[CH:6]=2)=[CH:23][N:24]=1. Given the reactants [CH3:1][NH:2][C:3](=[O:20])[C:4]1[CH:9]=[CH:8][C:7](B2OC(C)(C)C(C)(C)O2)=[CH:6][C:5]=1[CH3:19].Br[C:22]1[N:27]=[N:26][C:25]([NH2:28])=[N:24][CH:23]=1.C(=O)([O-])[O-].[K+].[K+], predict the reaction product. (6) The product is: [C:42]([O:46][C:47](=[O:48])[NH:26][C:25]([C:20]1[S:21][C:22]([S:23][CH3:24])=[C:18]([S:15]([C:11]2[CH:12]=[CH:13][CH:14]=[C:9]([Br:8])[CH:10]=2)(=[O:17])=[O:16])[CH:19]=1)=[NH:27])([CH3:45])([CH3:44])[CH3:43]. Given the reactants FC(F)(F)C(O)=O.[Br:8][C:9]1[CH:10]=[C:11]([S:15]([C:18]2[CH:19]=[C:20]([C:25]([NH2:27])=[NH:26])[S:21][C:22]=2[S:23][CH3:24])(=[O:17])=[O:16])[CH:12]=[CH:13][CH:14]=1.CN(C=O)C.CCN(C(C)C)C(C)C.[C:42]([O:46][C:47](O[C:47]([O:46][C:42]([CH3:45])([CH3:44])[CH3:43])=[O:48])=[O:48])([CH3:45])([CH3:44])[CH3:43], predict the reaction product.